This data is from Reaction yield outcomes from USPTO patents with 853,638 reactions. The task is: Predict the reaction yield, written as a fraction of the theoretical maximum amount of product (1.0 means a 100% yield; for example, 0.34 means a 34% yield). (1) The yield is 0.790. No catalyst specified. The product is [CH3:1][C:2]1[CH:3]=[C:4]([CH2:8][CH2:9][NH:10][C:11](=[O:13])[CH3:12])[S:5][C:6]=1[CH3:7]. The reactants are [CH3:1][C:2]1[CH:3]=[C:4]([CH2:8][CH2:9][NH2:10])[S:5][C:6]=1[CH3:7].[C:11](OC(=O)C)(=[O:13])[CH3:12]. (2) The reactants are [NH2:1][CH2:2][C@@H:3]([NH:12][S@:13]([C:15]([CH3:18])([CH3:17])[CH3:16])=[O:14])[C:4]1[CH:9]=[C:8]([F:10])[CH:7]=[C:6]([Br:11])[CH:5]=1.[CH3:19][C:20]([O:23][C:24](O[C:24]([O:23][C:20]([CH3:22])([CH3:21])[CH3:19])=[O:25])=[O:25])([CH3:22])[CH3:21]. The catalyst is C(Cl)Cl. The product is [Br:11][C:6]1[CH:5]=[C:4]([C@H:3]([NH:12][S@:13]([C:15]([CH3:18])([CH3:17])[CH3:16])=[O:14])[CH2:2][NH:1][C:24](=[O:25])[O:23][C:20]([CH3:22])([CH3:21])[CH3:19])[CH:9]=[C:8]([F:10])[CH:7]=1. The yield is 0.780.